Dataset: Forward reaction prediction with 1.9M reactions from USPTO patents (1976-2016). Task: Predict the product of the given reaction. Given the reactants Br[C:2]1[C:16]([CH3:17])=[CH:15][C:5]([O:6][CH2:7][O:8][CH2:9][CH2:10][Si:11]([CH3:14])([CH3:13])[CH3:12])=[C:4]([Cl:18])[CH:3]=1.COC1C(OCOCC[Si](C)(C)C)=CC(C)=C([B:27]([OH:29])[OH:28])C=1, predict the reaction product. The product is: [Cl:18][C:4]1[C:5]([O:6][CH2:7][O:8][CH2:9][CH2:10][Si:11]([CH3:14])([CH3:13])[CH3:12])=[CH:15][C:16]([CH3:17])=[C:2]([B:27]([OH:29])[OH:28])[CH:3]=1.